Dataset: Reaction yield outcomes from USPTO patents with 853,638 reactions. Task: Predict the reaction yield, written as a fraction of the theoretical maximum amount of product (1.0 means a 100% yield; for example, 0.34 means a 34% yield). (1) The reactants are Cl[CH2:2][C:3]1[N:13]2[C:14]3[C:9]([C:10]([O:17][CH3:18])([O:15][CH3:16])[CH2:11][CH2:12]2)=[CH:8][C:7]([F:19])=[CH:6][C:5]=3[N:4]=1.[F:20][C:21]1[CH:26]=[CH:25][C:24]([CH:27]2[CH2:32][CH2:31][NH:30][CH2:29][CH2:28]2)=[CH:23][CH:22]=1.C(=O)([O-])[O-].[K+].[K+]. The catalyst is C(#N)C.C(OCC)(=O)C. The product is [F:19][C:7]1[CH:8]=[C:9]2[C:14]3=[C:5]([N:4]=[C:3]([CH2:2][N:30]4[CH2:31][CH2:32][CH:27]([C:24]5[CH:23]=[CH:22][C:21]([F:20])=[CH:26][CH:25]=5)[CH2:28][CH2:29]4)[N:13]3[CH2:12][CH2:11][C:10]2([O:17][CH3:18])[O:15][CH3:16])[CH:6]=1. The yield is 0.830. (2) The reactants are [CH2:1]([N:3]1[CH2:12][CH2:11][C:10]2[C:5](=[CH:6][C:7]([O:15][CH3:16])=[C:8]([O:13][CH3:14])[CH:9]=2)[C:4]21[CH2:21][CH2:20][CH:19]([C:22]([N:24]1[CH2:29][CH2:28][N:27]([C:30]3[CH:35]=[CH:34][N:33]=[C:32]([NH2:36])[CH:31]=3)[CH2:26][CH2:25]1)=[O:23])[CH2:18][CH:17]2[CH:37]1[C:46]2[C:41](=[CH:42][C:43]([O:49][CH3:50])=[C:44]([O:47][CH3:48])[CH:45]=2)[CH2:40][CH2:39][N:38]1[CH2:51][CH3:52])[CH3:2].[C:53](Cl)(=[O:55])[CH3:54]. The catalyst is N1C=CC=CC=1. The product is [CH2:1]([N:3]1[CH2:12][CH2:11][C:10]2[C:5](=[CH:6][C:7]([O:15][CH3:16])=[C:8]([O:13][CH3:14])[CH:9]=2)[C:4]21[CH2:21][CH2:20][CH:19]([C:22]([N:24]1[CH2:29][CH2:28][N:27]([C:30]3[CH:35]=[CH:34][N:33]=[C:32]([NH:36][C:53]([CH3:54])=[O:55])[CH:31]=3)[CH2:26][CH2:25]1)=[O:23])[CH2:18][CH:17]2[CH:37]1[C:46]2[C:41](=[CH:42][C:43]([O:49][CH3:50])=[C:44]([O:47][CH3:48])[CH:45]=2)[CH2:40][CH2:39][N:38]1[CH2:51][CH3:52])[CH3:2]. The yield is 0.780. (3) The yield is 0.410. The reactants are [F:1][C:2]1[CH:7]=[CH:6][C:5](I)=[CH:4][C:3]=1[N:9]1[CH:14]=[C:13]([O:15][CH3:16])[C:12](=[O:17])[C:11]([C:18]2[N:22]([C:23]3[CH:28]=[CH:27][CH:26]=[CH:25][CH:24]=3)[N:21]=[CH:20][CH:19]=2)=[N:10]1.Cl.[F:30][C:31]1([F:35])[CH2:34][NH:33][CH2:32]1.CC([O-])(C)C.[Na+].CC1(C)C2C(=C(P(C3C=CC=CC=3)C3C=CC=CC=3)C=CC=2)OC2C(P(C3C=CC=CC=3)C3C=CC=CC=3)=CC=CC1=2. The product is [F:30][C:31]1([F:35])[CH2:34][N:33]([C:5]2[CH:6]=[CH:7][C:2]([F:1])=[C:3]([N:9]3[CH:14]=[C:13]([O:15][CH3:16])[C:12](=[O:17])[C:11]([C:18]4[N:22]([C:23]5[CH:28]=[CH:27][CH:26]=[CH:25][CH:24]=5)[N:21]=[CH:20][CH:19]=4)=[N:10]3)[CH:4]=2)[CH2:32]1. The catalyst is O1CCOCC1.C([O-])(O)=O.[Na+].C1C=CC(/C=C/C(/C=C/C2C=CC=CC=2)=O)=CC=1.C1C=CC(/C=C/C(/C=C/C2C=CC=CC=2)=O)=CC=1.C1C=CC(/C=C/C(/C=C/C2C=CC=CC=2)=O)=CC=1.[Pd].[Pd]. (4) The reactants are [O:1]=[S:2]1(=[O:38])[CH2:7][CH2:6][CH:5]([N:8]([CH3:37])[S:9]([C:12]2[CH:17]=[CH:16][C:15]([C:18]3[CH:23]=[CH:22][N:21]=[C:20]4[N:24](S(C5C=CC=CC=5)(=O)=O)[C:25]([CH3:27])=[CH:26][C:19]=34)=[CH:14][CH:13]=2)(=[O:11])=[O:10])[CH2:4][CH2:3]1. The catalyst is [OH-].[Na+].O1CCOCC1. The product is [O:38]=[S:2]1(=[O:1])[CH2:3][CH2:4][CH:5]([N:8]([CH3:37])[S:9]([C:12]2[CH:13]=[CH:14][C:15]([C:18]3[CH:23]=[CH:22][N:21]=[C:20]4[NH:24][C:25]([CH3:27])=[CH:26][C:19]=34)=[CH:16][CH:17]=2)(=[O:10])=[O:11])[CH2:6][CH2:7]1. The yield is 0.560. (5) The reactants are C([O:3][C:4](=O)[C:5]1[CH:10]=[CH:9][C:8]([N:11]2[C:15]([C:16]([F:19])([F:18])[F:17])=[CH:14][C:13]([C:20]([F:23])([F:22])[F:21])=[N:12]2)=[CH:7][CH:6]=1)C.CC(C[AlH]CC(C)C)C. The catalyst is C1(C)C=CC=CC=1. The product is [F:23][C:20]([F:21])([F:22])[C:13]1[CH:14]=[C:15]([C:16]([F:17])([F:18])[F:19])[N:11]([C:8]2[CH:7]=[CH:6][C:5]([CH2:4][OH:3])=[CH:10][CH:9]=2)[N:12]=1. The yield is 0.948. (6) The reactants are [Br:1][C:2]1[CH:3]=[CH:4][C:5]([O:10][CH3:11])=[C:6]([NH:8]N)[CH:7]=1.[CH:12](=O)[CH:13]([CH3:15])[CH3:14].S(=O)(=O)(O)O.[BH4-].[Na+]. The catalyst is C(O)C.CCOC(C)=O. The product is [Br:1][C:2]1[CH:3]=[CH:4][C:5]([O:10][CH3:11])=[C:6]2[C:7]=1[C:13]([CH3:15])([CH3:14])[CH2:12][NH:8]2. The yield is 0.240. (7) The reactants are Cl.[Cl:2][C:3]1[CH:4]=[N+:5]([O-:35])[CH:6]=[C:7]([Cl:34])[C:8]=1[CH2:9][C@@H:10]([C:19]1[CH:24]=[CH:23][C:22]([O:25][CH:26]([F:28])[F:27])=[C:21]([O:29][CH2:30][CH:31]2[CH2:33][CH2:32]2)[CH:20]=1)[O:11][C:12]([C@H:14]1[NH:18][CH2:17][CH2:16][S:15]1)=[O:13].[CH3:36][N:37]([CH3:50])[C:38]([C:40]1[CH:41]=[C:42]([S:46](Cl)(=[O:48])=[O:47])[CH:43]=[CH:44][CH:45]=1)=[O:39]. The catalyst is Cl. The product is [Cl:2][C:3]1[CH:4]=[N+:5]([O-:35])[CH:6]=[C:7]([Cl:34])[C:8]=1[CH2:9][C@@H:10]([C:19]1[CH:24]=[CH:23][C:22]([O:25][CH:26]([F:28])[F:27])=[C:21]([O:29][CH2:30][CH:31]2[CH2:33][CH2:32]2)[CH:20]=1)[O:11][C:12]([C@H:14]1[N:18]([S:46]([C:42]2[CH:43]=[CH:44][CH:45]=[C:40]([C:38](=[O:39])[N:37]([CH3:36])[CH3:50])[CH:41]=2)(=[O:48])=[O:47])[CH2:17][CH2:16][S:15]1)=[O:13]. The yield is 0.638. (8) The reactants are [Cl-].C(OC([N:9]1[CH2:13][CH2:12][CH2:11][CH:10]1[Zn+])=O)(C)(C)C.Br[C:16]1[CH:37]=[CH:36][C:19]2[C:20]3[N:21]=[C:22]([C:28]4[N:29]([CH:33]([CH3:35])[CH3:34])[N:30]=[CH:31][N:32]=4)[S:23][C:24]=3[CH2:25][CH2:26][O:27][C:18]=2[CH:17]=1.F[B-](F)(F)F.C([PH+](C(C)(C)C)C(C)(C)C)(C)(C)C.C(O)(C(F)(F)F)=O. The catalyst is C(Cl)Cl.CC([O-])=O.CC([O-])=O.[Pd+2]. The product is [CH:33]([N:29]1[C:28]([C:22]2[S:23][C:24]3[CH2:25][CH2:26][O:27][C:18]4[CH:17]=[C:16]([CH:10]5[CH2:11][CH2:12][CH2:13][NH:9]5)[CH:37]=[CH:36][C:19]=4[C:20]=3[N:21]=2)=[N:32][CH:31]=[N:30]1)([CH3:35])[CH3:34]. The yield is 0.0500. (9) The reactants are C([O:4][C@@H:5]([CH2:8][C:9]1[CH:14]=[C:13]([Cl:15])[CH:12]=[CH:11][C:10]=1[OH:16])[CH2:6][Br:7])(=O)C.BrC[C@@H](O)CC1C=C(F)C=CC=1O. No catalyst specified. The product is [Br:7][CH2:6][C@@H:5]([OH:4])[CH2:8][C:9]1[CH:14]=[C:13]([Cl:15])[CH:12]=[CH:11][C:10]=1[OH:16]. The yield is 0.790.